Regression. Given a peptide amino acid sequence and an MHC pseudo amino acid sequence, predict their binding affinity value. This is MHC class I binding data. From a dataset of Peptide-MHC class I binding affinity with 185,985 pairs from IEDB/IMGT. (1) The peptide sequence is YMLWNSWLS. The MHC is HLA-A01:01 with pseudo-sequence HLA-A01:01. The binding affinity (normalized) is 0.0847. (2) The peptide sequence is GLVESVAGS. The MHC is HLA-A02:02 with pseudo-sequence HLA-A02:02. The binding affinity (normalized) is 0.658.